Dataset: NCI-60 drug combinations with 297,098 pairs across 59 cell lines. Task: Regression. Given two drug SMILES strings and cell line genomic features, predict the synergy score measuring deviation from expected non-interaction effect. (1) Drug 1: C1=CC(=CC=C1CCC2=CNC3=C2C(=O)NC(=N3)N)C(=O)NC(CCC(=O)O)C(=O)O. Drug 2: CCCS(=O)(=O)NC1=C(C(=C(C=C1)F)C(=O)C2=CNC3=C2C=C(C=N3)C4=CC=C(C=C4)Cl)F. Cell line: HOP-92. Synergy scores: CSS=10.7, Synergy_ZIP=-2.92, Synergy_Bliss=-0.218, Synergy_Loewe=-12.8, Synergy_HSA=-1.26. (2) Drug 1: CCCS(=O)(=O)NC1=C(C(=C(C=C1)F)C(=O)C2=CNC3=C2C=C(C=N3)C4=CC=C(C=C4)Cl)F. Drug 2: B(C(CC(C)C)NC(=O)C(CC1=CC=CC=C1)NC(=O)C2=NC=CN=C2)(O)O. Cell line: U251. Synergy scores: CSS=-0.298, Synergy_ZIP=-3.68, Synergy_Bliss=-9.61, Synergy_Loewe=-2.83, Synergy_HSA=-7.75. (3) Drug 1: CS(=O)(=O)CCNCC1=CC=C(O1)C2=CC3=C(C=C2)N=CN=C3NC4=CC(=C(C=C4)OCC5=CC(=CC=C5)F)Cl. Drug 2: C1=NC2=C(N1)C(=S)N=CN2. Cell line: MALME-3M. Synergy scores: CSS=7.36, Synergy_ZIP=-8.48, Synergy_Bliss=-9.61, Synergy_Loewe=-11.0, Synergy_HSA=-9.09. (4) Drug 1: C1=CC(=CC=C1C#N)C(C2=CC=C(C=C2)C#N)N3C=NC=N3. Drug 2: C1C(C(OC1N2C=C(C(=O)NC2=O)F)CO)O. Cell line: SK-MEL-5. Synergy scores: CSS=8.26, Synergy_ZIP=-3.58, Synergy_Bliss=3.55, Synergy_Loewe=-3.20, Synergy_HSA=2.30. (5) Drug 2: CC1C(C(CC(O1)OC2CC(CC3=C2C(=C4C(=C3O)C(=O)C5=C(C4=O)C(=CC=C5)OC)O)(C(=O)CO)O)N)O.Cl. Drug 1: CCC1(CC2CC(C3=C(CCN(C2)C1)C4=CC=CC=C4N3)(C5=C(C=C6C(=C5)C78CCN9C7C(C=CC9)(C(C(C8N6C=O)(C(=O)OC)O)OC(=O)C)CC)OC)C(=O)OC)O.OS(=O)(=O)O. Cell line: KM12. Synergy scores: CSS=28.9, Synergy_ZIP=-2.19, Synergy_Bliss=1.96, Synergy_Loewe=-2.44, Synergy_HSA=2.10. (6) Drug 1: CC1=C(C(=O)C2=C(C1=O)N3CC4C(C3(C2COC(=O)N)OC)N4)N. Drug 2: CNC(=O)C1=NC=CC(=C1)OC2=CC=C(C=C2)NC(=O)NC3=CC(=C(C=C3)Cl)C(F)(F)F. Cell line: HT29. Synergy scores: CSS=47.9, Synergy_ZIP=-11.6, Synergy_Bliss=-17.9, Synergy_Loewe=-15.5, Synergy_HSA=-10.3. (7) Drug 1: C1CCC(C1)C(CC#N)N2C=C(C=N2)C3=C4C=CNC4=NC=N3. Drug 2: CC1CCC2CC(C(=CC=CC=CC(CC(C(=O)C(C(C(=CC(C(=O)CC(OC(=O)C3CCCCN3C(=O)C(=O)C1(O2)O)C(C)CC4CCC(C(C4)OC)OCCO)C)C)O)OC)C)C)C)OC. Cell line: ACHN. Synergy scores: CSS=27.5, Synergy_ZIP=-1.09, Synergy_Bliss=-1.21, Synergy_Loewe=-12.0, Synergy_HSA=-0.363. (8) Drug 1: CC(C1=C(C=CC(=C1Cl)F)Cl)OC2=C(N=CC(=C2)C3=CN(N=C3)C4CCNCC4)N. Drug 2: C1C(C(OC1N2C=NC3=C2NC=NCC3O)CO)O. Cell line: SK-MEL-2. Synergy scores: CSS=7.67, Synergy_ZIP=1.89, Synergy_Bliss=5.61, Synergy_Loewe=-0.0499, Synergy_HSA=2.64. (9) Drug 1: C1=NC2=C(N=C(N=C2N1C3C(C(C(O3)CO)O)F)Cl)N. Drug 2: CC12CCC3C(C1CCC2O)C(CC4=C3C=CC(=C4)O)CCCCCCCCCS(=O)CCCC(C(F)(F)F)(F)F. Cell line: CCRF-CEM. Synergy scores: CSS=-6.09, Synergy_ZIP=5.38, Synergy_Bliss=1.64, Synergy_Loewe=2.57, Synergy_HSA=-5.43.